Dataset: Peptide-MHC class I binding affinity with 185,985 pairs from IEDB/IMGT. Task: Regression. Given a peptide amino acid sequence and an MHC pseudo amino acid sequence, predict their binding affinity value. This is MHC class I binding data. The peptide sequence is PQAYFEKNL. The MHC is H-2-Db with pseudo-sequence H-2-Db. The binding affinity (normalized) is 0.